From a dataset of Full USPTO retrosynthesis dataset with 1.9M reactions from patents (1976-2016). Predict the reactants needed to synthesize the given product. (1) Given the product [CH3:12][O:11][C:3]1[CH:4]=[CH:5][C:6]([N+:13]([O-:15])=[O:14])=[C:7]([N+:8]([O-:10])=[O:9])[C:2]=1[CH3:1], predict the reactants needed to synthesize it. The reactants are: [CH3:1][C:2]1[C:7]([N+:8]([O-:10])=[O:9])=[CH:6][CH:5]=[CH:4][C:3]=1[O:11][CH3:12].[N+:13]([O-])([OH:15])=[O:14]. (2) Given the product [Br:1][CH2:15][C:14]([C:10]1[N:8]2[CH:9]=[C:4]([Cl:3])[CH:5]=[CH:6][C:7]2=[N:12][C:11]=1[CH3:13])=[O:16].[BrH:1], predict the reactants needed to synthesize it. The reactants are: [Br:1]Br.[Cl:3][C:4]1[CH:5]=[CH:6][C:7]2[N:8]([C:10]([C:14](=[O:16])[CH3:15])=[C:11]([CH3:13])[N:12]=2)[CH:9]=1.